Dataset: Full USPTO retrosynthesis dataset with 1.9M reactions from patents (1976-2016). Task: Predict the reactants needed to synthesize the given product. (1) Given the product [CH:21]1([N:27]2[C:31]3[CH:32]=[CH:33][C:34]([N:36]4[CH:4]=[C:5]([C:6]([O:8][CH2:9][CH3:10])=[O:7])[C:11](=[O:18])[NH:12][C:13]4=[O:15])=[CH:35][C:30]=3[N:29]=[C:28]2[CH3:37])[CH2:22][CH2:23][CH2:24][CH2:25][CH2:26]1, predict the reactants needed to synthesize it. The reactants are: C(O[CH:4]=[C:5]([C:11](=[O:18])[NH:12][C:13]([O:15]CC)=O)[C:6]([O:8][CH2:9][CH3:10])=[O:7])C.Cl.Cl.[CH:21]1([N:27]2[C:31]3[CH:32]=[CH:33][C:34]([NH2:36])=[CH:35][C:30]=3[N:29]=[C:28]2[CH3:37])[CH2:26][CH2:25][CH2:24][CH2:23][CH2:22]1.CC(C)([O-])C.[K+].Cl. (2) Given the product [N:10]1[C:9]2[CH:8]=[CH:7][S:6][C:5]=2[C:3](=[O:2])[NH:19][CH:11]=1, predict the reactants needed to synthesize it. The reactants are: C[O:2][C:3]([C:5]1[S:6][CH:7]=[CH:8][C:9]=1[NH:10][CH:11]=O)=O.C([O-])=O.[NH4+].C([NH2:19])=O. (3) Given the product [NH2:1][C:4]1[CH:5]=[C:6]2[C:10](=[CH:11][CH:12]=1)[NH:9][CH:8]=[C:7]2[CH2:13][CH2:14][C:15]1[CH:20]=[CH:19][N:18]=[CH:17][CH:16]=1, predict the reactants needed to synthesize it. The reactants are: [N+:1]([C:4]1[CH:5]=[C:6]2[C:10](=[CH:11][CH:12]=1)[NH:9][CH:8]=[C:7]2[CH2:13][CH2:14][C:15]1[CH:20]=[CH:19][N:18]=[CH:17][CH:16]=1)([O-])=O. (4) Given the product [CH3:1][O:2][C:3]([C:5]1[N:6]([CH2:26][C:27]2[CH:35]=[CH:34][C:30]3=[N:31][S:32][N:33]=[C:29]3[CH:28]=2)[C:7](=[O:22])[C:8]2[C:13]([C:14]=1[C:15]1[CH:20]=[CH:19][CH:18]=[CH:17][CH:16]=1)=[CH:12][C:11]([Br:21])=[CH:10][CH:9]=2)=[O:4], predict the reactants needed to synthesize it. The reactants are: [CH3:1][O:2][C:3]([C:5]1[NH:6][C:7](=[O:22])[C:8]2[C:13]([C:14]=1[C:15]1[CH:20]=[CH:19][CH:18]=[CH:17][CH:16]=1)=[CH:12][C:11]([Br:21])=[CH:10][CH:9]=2)=[O:4].[H-].[Na+].Br[CH2:26][C:27]1[CH:35]=[CH:34][C:30]2=[N:31][S:32][N:33]=[C:29]2[CH:28]=1.O. (5) Given the product [NH:29]1[C:30]2[C:26](=[CH:25][C:24]([NH:23][C:21]3[C:20]4[C:15](=[CH:16][CH:17]=[CH:18][CH:19]=4)[N:14]=[C:13]([C:9]4[CH:8]=[C:7]([NH:6][C:4](=[O:5])[CH2:3][O:2][CH3:1])[CH:12]=[CH:11][CH:10]=4)[N:22]=3)=[CH:32][CH:31]=2)[CH:27]=[N:28]1.[CH3:1][O:2][CH2:3][C:4]([Cl:48])=[O:5], predict the reactants needed to synthesize it. The reactants are: [CH3:1][O:2][CH2:3][C:4]([NH:6][C:7]1[CH:8]=[C:9]([C:13]2[N:22]=[C:21]([NH:23][C:24]3[CH:25]=[C:26]4[C:30](=[CH:31][CH:32]=3)[N:29](C(OC(C)(C)C)=O)[N:28]=[CH:27]4)[C:20]3[C:15](=[CH:16][CH:17]=[CH:18][CH:19]=3)[N:14]=2)[CH:10]=[CH:11][CH:12]=1)=[O:5].C(O)(C(F)(F)F)=O.C(Cl)[Cl:48]. (6) Given the product [CH3:67][C:51]1([CH3:68])[S:50][C:45]2[CH:46]=[CH:47][CH:48]=[CH:49][C:44]=2[NH:43][C:53](=[O:54])[C@H:52]1[NH:56][C:57](=[O:58])[O:59][CH2:60][C:61]1[CH:66]=[CH:65][CH:64]=[CH:63][CH:62]=1, predict the reactants needed to synthesize it. The reactants are: CCN(C(C)C)C(C)C.F[P-](F)(F)(F)(F)F.N1(O[P+](N2CCCC2)(N2CCCC2)N2CCCC2)C2C=CC=CC=2N=N1.[NH2:43][C:44]1[CH:49]=[CH:48][CH:47]=[CH:46][C:45]=1[S:50][C:51]([CH3:68])([CH3:67])[C@H:52]([NH:56][C:57]([O:59][CH2:60][C:61]1[CH:66]=[CH:65][CH:64]=[CH:63][CH:62]=1)=[O:58])[C:53](O)=[O:54].[NH4+].[Cl-].